This data is from Forward reaction prediction with 1.9M reactions from USPTO patents (1976-2016). The task is: Predict the product of the given reaction. (1) Given the reactants [CH3:1][O:2][C:3]([C:5]1([C:8]2[CH:13]=[CH:12][C:11](B3OC(C)(C)C(C)(C)O3)=[CH:10][CH:9]=2)[CH2:7][CH2:6]1)=[O:4].[F:23][C:24]1[CH:29]=[CH:28][CH:27]=[CH:26][C:25]=1[C@H:30]([O:32][C:33](=[O:48])[NH:34][C:35]1[N:36]([C:41]2[CH:46]=[CH:45][C:44](Br)=[CH:43][CH:42]=2)[N:37]=[N:38][C:39]=1[CH3:40])[CH3:31].P([O-])([O-])([O-])=O.[K+].[K+].[K+].COC1C=CC=C(OC)C=1C1C=CC=CC=1P(C1CCCCC1)C1CCCCC1, predict the reaction product. The product is: [CH3:1][O:2][C:3]([C:5]1([C:8]2[CH:9]=[CH:10][C:11]([C:44]3[CH:43]=[CH:42][C:41]([N:36]4[C:35]([NH:34][C:33]([O:32][C@@H:30]([C:25]5[CH:26]=[CH:27][CH:28]=[CH:29][C:24]=5[F:23])[CH3:31])=[O:48])=[C:39]([CH3:40])[N:38]=[N:37]4)=[CH:46][CH:45]=3)=[CH:12][CH:13]=2)[CH2:6][CH2:7]1)=[O:4]. (2) Given the reactants [Cl:1][C:2]1[CH:27]=[CH:26][C:5]([CH2:6][NH:7][C:8]([C:10]2[C:11](=[O:25])[C:12]3[CH:22]=[C:21]([CH2:23]Cl)[S:20][C:13]=3[N:14]([CH2:16][CH2:17][O:18][CH3:19])[CH:15]=2)=[O:9])=[CH:4][CH:3]=1.Cl.[NH:29]1[CH2:34][CH2:33][O:32][CH2:31][C@@H:30]1[C@H:35]([C:37]1[CH:42]=[CH:41][CH:40]=[CH:39][CH:38]=1)[OH:36], predict the reaction product. The product is: [Cl:1][C:2]1[CH:27]=[CH:26][C:5]([CH2:6][NH:7][C:8]([C:10]2[C:11](=[O:25])[C:12]3[CH:22]=[C:21]([CH2:23][N:29]4[CH2:34][CH2:33][O:32][CH2:31][C@@H:30]4[C@@H:35]([OH:36])[C:37]4[CH:42]=[CH:41][CH:40]=[CH:39][CH:38]=4)[S:20][C:13]=3[N:14]([CH2:16][CH2:17][O:18][CH3:19])[CH:15]=2)=[O:9])=[CH:4][CH:3]=1. (3) Given the reactants Cl[CH:2]([N:7]=[C:8](Cl)[C:9]1[CH:14]=[CH:13][C:12]([Cl:15])=[CH:11][CH:10]=1)[C:3]([F:6])([F:5])[F:4].[C:17]([O:21][CH3:22])(=[O:20])[CH:18]=[CH2:19].N12CCCN=C1CCCCC2, predict the reaction product. The product is: [Cl:15][C:12]1[CH:13]=[CH:14][C:9]([C:8]2[NH:7][C:2]([C:3]([F:6])([F:5])[F:4])=[CH:19][C:18]=2[C:17]([O:21][CH3:22])=[O:20])=[CH:10][CH:11]=1. (4) Given the reactants [C:1]([O:5][C:6]([NH:8][C@H:9]([C:13]1[CH:18]=[CH:17][CH:16]=[CH:15][CH:14]=1)[C:10]([OH:12])=O)=[O:7])([CH3:4])([CH3:3])[CH3:2].ClC(OCC(C)C)=O.CN1CCOCC1.[CH3:34][C:35]1[CH:36]=[C:37]([CH:39]=[CH:40][C:41]=1[CH3:42])[NH2:38], predict the reaction product. The product is: [CH3:34][C:35]1[CH:36]=[C:37]([NH:38][C:10]([C@H:9]([NH:8][C:6](=[O:7])[O:5][C:1]([CH3:2])([CH3:3])[CH3:4])[C:13]2[CH:18]=[CH:17][CH:16]=[CH:15][CH:14]=2)=[O:12])[CH:39]=[CH:40][C:41]=1[CH3:42]. (5) Given the reactants [CH:1]1([C:6]2[CH:13]=[CH:12][C:9]([CH2:10]O)=[C:8]([F:14])[CH:7]=2)[CH2:5][CH2:4][CH2:3][CH2:2]1.S(Cl)([Cl:17])=O, predict the reaction product. The product is: [CH:1]1([C:6]2[CH:13]=[CH:12][C:9]([CH2:10][Cl:17])=[C:8]([F:14])[CH:7]=2)[CH2:5][CH2:4][CH2:3][CH2:2]1. (6) Given the reactants C(OC[N:9]1[C:13]2[N:14]=[N:15][CH:16]=[C:17]([C:18]3[CH:19]=[N:20][N:21]([C@@H:23]([C:27]4[CH:32]=[CH:31][CH:30]=[C:29]([OH:33])[CH:28]=4)[CH2:24][C:25]#[N:26])[CH:22]=3)[C:12]=2[CH:11]=[CH:10]1)(=O)C(C)(C)C.[OH-].[Na+], predict the reaction product. The product is: [N:14]1[C:13]2[NH:9][CH:10]=[CH:11][C:12]=2[C:17]([C:18]2[CH:19]=[N:20][N:21]([C@@H:23]([C:27]3[CH:32]=[CH:31][CH:30]=[C:29]([OH:33])[CH:28]=3)[CH2:24][C:25]#[N:26])[CH:22]=2)=[CH:16][N:15]=1.